From a dataset of Full USPTO retrosynthesis dataset with 1.9M reactions from patents (1976-2016). Predict the reactants needed to synthesize the given product. (1) Given the product [CH2:16]([O:15][C:11]1[C:10]([O:23][CH3:24])=[CH:9][C:5]([C:6]([N:50]2[CH2:47][CH2:46][CH2:42][CH:41]2[CH2:40][OH:53])=[O:8])=[C:4]([N+:1]([O-:3])=[O:2])[C:12]=1[O:13][CH3:14])[C:17]1[CH:22]=[CH:21][CH:20]=[CH:19][CH:18]=1, predict the reactants needed to synthesize it. The reactants are: [N+:1]([C:4]1[C:12]([O:13][CH3:14])=[C:11]([O:15][CH2:16][C:17]2[CH:22]=[CH:21][CH:20]=[CH:19][CH:18]=2)[C:10]([O:23][CH3:24])=[CH:9][C:5]=1[C:6]([OH:8])=O)([O-:3])=[O:2].C(Cl)(=O)C(Cl)=O.C(OC1[C:47](OC)=[CH:46][C:42](C(Cl)=O)=[C:41]([N+:50]([O-])=O)[C:40]=1[O:53]C)C1C=CC=CC=1.N1(CO)CCCC1. (2) The reactants are: [Br:1][C:2]1[CH:3]=[CH:4][C:5]([N:19]2[CH2:23][CH2:22][CH2:21][CH2:20]2)=[C:6]([C:8]2[NH:17][C:16](=O)[C:15]3[C:10](=[N:11][CH:12]=[CH:13][N:14]=3)[N:9]=2)[CH:7]=1.[NH2:24][C:25]1[CH:30]=[CH:29][N:28]=[CH:27][C:26]=1[CH3:31].BrC1C=CC(F)=C(C2N=C(NC3C=CN=CC=3)C3C(=NC=CN=3)N=2)C=1. Given the product [Br:1][C:2]1[CH:3]=[CH:4][C:5]([N:19]2[CH2:23][CH2:22][CH2:21][CH2:20]2)=[C:6]([C:8]2[N:17]=[C:16]([NH:24][C:25]3[CH:30]=[CH:29][N:28]=[CH:27][C:26]=3[CH3:31])[C:15]3[C:10](=[N:11][CH:12]=[CH:13][N:14]=3)[N:9]=2)[CH:7]=1, predict the reactants needed to synthesize it. (3) Given the product [F:1][C:2]1[CH:7]=[CH:6][CH:5]=[C:4]([F:8])[C:3]=1[N:9]1[C:14]2[N:15]=[C:16]([NH:39][CH:36]3[CH2:37][CH2:38][N:33]([CH3:32])[CH2:34][CH2:35]3)[N:17]=[C:18]([C:19]3[CH:24]=[CH:23][C:22]([F:25])=[CH:21][C:20]=3[CH3:26])[C:13]=2[CH:12]=[CH:11][C:10]1=[O:31], predict the reactants needed to synthesize it. The reactants are: [F:1][C:2]1[CH:7]=[CH:6][CH:5]=[C:4]([F:8])[C:3]=1[N:9]1[C:14]2[N:15]=[C:16](S(C)(=O)=O)[N:17]=[C:18]([C:19]3[CH:24]=[CH:23][C:22]([F:25])=[CH:21][C:20]=3[CH3:26])[C:13]=2[CH:12]=[CH:11][C:10]1=[O:31].[CH3:32][N:33]1[CH2:38][CH2:37][CH:36]([NH2:39])[CH2:35][CH2:34]1. (4) The reactants are: [CH3:1][C:2]1[CH:7]=[CH:6][C:5]([S:8]([O:11][CH2:12][CH:13]2[O:17][C:16](=[O:18])[N:15]([CH2:19]C3C=CC(F)=CC=3)[CH2:14]2)(=[O:10])=[O:9])=[CH:4][CH:3]=1.OCC1OC(=O)N(C[CH2:36][C:37]2[CH:42]=[CH:41][C:40]([CH3:43])=[CH:39][CH:38]=2)C1.FC1C=CC(CN2CC(CO)OC2=O)=CC=1. Given the product [CH3:1][C:2]1[CH:7]=[CH:6][C:5]([S:8]([O:11][CH2:12][CH:13]2[O:17][C:16](=[O:18])[N:15]([CH2:19][CH2:36][C:37]3[CH:42]=[CH:41][C:40]([CH3:43])=[CH:39][CH:38]=3)[CH2:14]2)(=[O:9])=[O:10])=[CH:4][CH:3]=1, predict the reactants needed to synthesize it. (5) Given the product [CH3:1][O:2][C:3]1[CH:4]=[C:5]([C:9]2[CH2:18][CH2:17][C:12]3([O:13][CH2:14][CH2:15][O:16]3)[CH2:11][CH:10]=2)[CH:6]=[CH:7][CH:8]=1, predict the reactants needed to synthesize it. The reactants are: [CH3:1][O:2][C:3]1[CH:4]=[C:5]([C:9]2(O)[CH2:18][CH2:17][C:12]3([O:16][CH2:15][CH2:14][O:13]3)[CH2:11][CH2:10]2)[CH:6]=[CH:7][CH:8]=1.O.C1(C)C=CC(S(O)(=O)=O)=CC=1. (6) Given the product [Cl:9][C:10]1[CH:11]=[C:12]([CH:15]=[CH:16][C:17]=1[Cl:18])[CH2:13][NH:14][C:2]1[N:7]=[C:6]([NH:14][CH2:13][C:12]2[CH:15]=[CH:16][C:17]([Cl:18])=[C:10]([Cl:9])[CH:11]=2)[CH:5]=[CH:4][N:3]=1.[ClH:1], predict the reactants needed to synthesize it. The reactants are: [Cl:1][C:2]1[N:7]=[C:6](Cl)[CH:5]=[CH:4][N:3]=1.[Cl:9][C:10]1[CH:11]=[C:12]([CH:15]=[CH:16][C:17]=1[Cl:18])[CH2:13][NH2:14].